From a dataset of Catalyst prediction with 721,799 reactions and 888 catalyst types from USPTO. Predict which catalyst facilitates the given reaction. Reactant: [CH3:1][O:2][C:3]1[CH:8]=[CH:7][CH:6]=[CH:5][C:4]=1[N:9]1[CH2:15][CH2:14][CH2:13][CH2:12][C@H:11]([NH:16]C(=O)OC(C)(C)C)[C:10]1=[O:24].[C:25]([OH:31])([C:27]([F:30])([F:29])[F:28])=[O:26]. Product: [F:28][C:27]([F:30])([F:29])[C:25]([OH:31])=[O:26].[NH2:16][C@H:11]1[CH2:12][CH2:13][CH2:14][CH2:15][N:9]([C:4]2[CH:5]=[CH:6][CH:7]=[CH:8][C:3]=2[O:2][CH3:1])[C:10]1=[O:24]. The catalyst class is: 2.